Dataset: Catalyst prediction with 721,799 reactions and 888 catalyst types from USPTO. Task: Predict which catalyst facilitates the given reaction. (1) Reactant: [C:1]([NH:5][C:6]1[CH:7]=[C:8]([CH:12]=[CH:13][CH:14]=1)[C:9]([OH:11])=O)(=[O:4])[CH:2]=[CH2:3].[NH:15]1[CH2:20][CH2:19][CH:18]([C:21]2[CH:22]=[C:23]([CH:33]=[CH:34][CH:35]=2)[CH2:24][NH:25][C:26](=[O:32])[O:27][C:28]([CH3:31])([CH3:30])[CH3:29])[CH2:17][CH2:16]1.CCN=C=NCCCN(C)C.C1C=CC2N(O)N=NC=2C=1.CCN(C(C)C)C(C)C. The catalyst class is: 124. Product: [C:1]([NH:5][C:6]1[CH:7]=[C:8]([CH:12]=[CH:13][CH:14]=1)[C:9]([N:15]1[CH2:20][CH2:19][CH:18]([C:21]2[CH:22]=[C:23]([CH:33]=[CH:34][CH:35]=2)[CH2:24][NH:25][C:26](=[O:32])[O:27][C:28]([CH3:31])([CH3:29])[CH3:30])[CH2:17][CH2:16]1)=[O:11])(=[O:4])[CH:2]=[CH2:3]. (2) Reactant: [C:1]([C:5]1[CH:10]=[CH:9][C:8]([S:11]([NH:14][C:15]2[C:16]([C:22]([NH:24][NH2:25])=O)=[N:17][C:18]([Cl:21])=[CH:19][CH:20]=2)(=[O:13])=[O:12])=[CH:7][CH:6]=1)([CH3:4])([CH3:3])[CH3:2].[C:26](OC)(OC)(OC)[CH3:27].[CH2:34]([NH2:36])[CH3:35].CC(O)=O. Product: [C:1]([C:5]1[CH:10]=[CH:9][C:8]([S:11]([NH:14][C:15]2[C:16]([C:22]3[N:36]([CH2:34][CH3:35])[C:26]([CH3:27])=[N:25][N:24]=3)=[N:17][C:18]([Cl:21])=[CH:19][CH:20]=2)(=[O:13])=[O:12])=[CH:7][CH:6]=1)([CH3:4])([CH3:3])[CH3:2]. The catalyst class is: 12. (3) Reactant: C[O:2][C:3](=[O:19])[CH2:4][N:5]1[C:10]2[CH:11]=[CH:12][CH:13]=[CH:14][C:9]=2[O:8][CH:7]([CH:15]([CH3:17])[CH3:16])[C:6]1=[O:18].[OH-].[Na+]. Product: [CH:15]([CH:7]1[C:6](=[O:18])[N:5]([CH2:4][C:3]([OH:19])=[O:2])[C:10]2[CH:11]=[CH:12][CH:13]=[CH:14][C:9]=2[O:8]1)([CH3:17])[CH3:16]. The catalyst class is: 5. (4) Reactant: [OH:1][C:2]([C:4]([F:7])([F:6])[F:5])=[O:3].[CH3:8][O:9][C:10]1[CH:11]=[C:12]2[C:17](=[CH:18][C:19]=1[O:20][CH3:21])[N:16]=[CH:15][CH:14]=[C:13]2[O:22][C:23]1[CH:28]=[CH:27][C:26]([NH:29][C:30]([C:32]2[C:33](=[O:46])[N:34]([C:39]3[CH:44]=[CH:43][C:42]([F:45])=[CH:41][CH:40]=3)[C:35](=[O:38])[NH:36][N:37]=2)=[O:31])=[CH:25][C:24]=1[F:47].[CH2:48](Br)[C:49]#[CH:50].C(=O)([O-])[O-].[K+].[K+]. Product: [OH:3][C:2]([C:4]([F:7])([F:6])[F:5])=[O:1].[CH3:8][O:9][C:10]1[CH:11]=[C:12]2[C:17](=[CH:18][C:19]=1[O:20][CH3:21])[N:16]=[CH:15][CH:14]=[C:13]2[O:22][C:23]1[CH:28]=[CH:27][C:26]([NH:29][C:30]([C:32]2[C:33](=[O:46])[N:34]([C:39]3[CH:44]=[CH:43][C:42]([F:45])=[CH:41][CH:40]=3)[C:35](=[O:38])[N:36]([CH2:50][C:49]#[CH:48])[N:37]=2)=[O:31])=[CH:25][C:24]=1[F:47]. The catalyst class is: 9. (5) Reactant: [C:1]1([C:7]([C:11]2[CH:16]=[CH:15][CH:14]=[CH:13][CH:12]=2)([CH3:10])[CH2:8][NH2:9])[CH:6]=[CH:5][CH:4]=[CH:3][CH:2]=1.[F:17][C:18]1[CH:23]=[CH:22][C:21]([C:24]2([C:34]3[CH:39]=[CH:38][C:37]([F:40])=[CH:36][CH:35]=3)[CH2:28][CH2:27][N:26]([CH2:29][C:30]([OH:32])=O)[C:25]2=[O:33])=[CH:20][CH:19]=1.Cl.C(N=C=NCCCN(C)C)C. Product: [F:17][C:18]1[CH:23]=[CH:22][C:21]([C:24]2([C:34]3[CH:39]=[CH:38][C:37]([F:40])=[CH:36][CH:35]=3)[CH2:28][CH2:27][N:26]([CH2:29][C:30]([NH:9][CH2:8][C:7]([C:1]3[CH:6]=[CH:5][CH:4]=[CH:3][CH:2]=3)([C:11]3[CH:16]=[CH:15][CH:14]=[CH:13][CH:12]=3)[CH3:10])=[O:32])[C:25]2=[O:33])=[CH:20][CH:19]=1. The catalyst class is: 112. (6) Reactant: [NH2:1][C:2]1[C:3]([C:13]([F:16])([F:15])[F:14])=[N:4][NH:5][C:6]=1[C:7]1[CH:12]=[CH:11][CH:10]=[CH:9][CH:8]=1.N1C=CC=CC=1.[C:23](Cl)(=[O:30])[C:24]1[CH:29]=[CH:28][CH:27]=[CH:26][CH:25]=1. Product: [C:7]1([C:6]2[NH:5][N:4]=[C:3]([C:13]([F:16])([F:15])[F:14])[C:2]=2[NH:1][C:23](=[O:30])[C:24]2[CH:29]=[CH:28][CH:27]=[CH:26][CH:25]=2)[CH:12]=[CH:11][CH:10]=[CH:9][CH:8]=1. The catalyst class is: 4.